Dataset: Experimentally validated miRNA-target interactions with 360,000+ pairs, plus equal number of negative samples. Task: Binary Classification. Given a miRNA mature sequence and a target amino acid sequence, predict their likelihood of interaction. (1) The miRNA is mmu-miR-223-3p with sequence UGUCAGUUUGUCAAAUACCCCA. The protein sequence of the target gene is MKALSPVRGCYEAVCCLSERSLAIARGRGKSPSTEEPLSLLDDMNHCYSRLRELVPGVPRGTQLSQVEILQRVIDYILDLQVVLAEPAPGPPDGPHLPIQTAELTPELVISKDKRSFCH. Result: 0 (no interaction). (2) The miRNA is hsa-miR-4799-5p with sequence AUCUAAAUGCAGCAUGCCAGUC. The protein sequence of the target gene is MAKERCLKKSFQDSLEDIKKRMKEKRNKNLAEIGKRRSFIAAPCQIITNTSTLLKNYQDNNKMLVLALENEKSKVKEAQDIILQLRKECYYLTCQLYALKGKLTSQQTVEPAQNQEICSSGMDPNSDDSSRNLFVKDLPQIPLEETELPGQGESFQIEDQIPTIPQDTLGVDFDSGEAKSTDNVLPRTVSVRSSLKKHCNSICQFDSLDDFETSHLAGKSFEFERVGFLDPLVNMHIPENVQHNACQWSKDQVNLSPKLIQPGTFTKTKEDILESKSEQTKSKQRDTQERKREEKRKANR.... Result: 1 (interaction). (3) The miRNA is hsa-miR-152-3p with sequence UCAGUGCAUGACAGAACUUGG. The protein sequence of the target gene is MGQKLSGSLKSVEVREPALRPAKRELRGLEPGRPARLDQLLDMPAAGLAVQLRHAWNPEDRSLNVFVKDDDRLTFHRHPVAQSTDGIRGKVGHARGLHAWQIHWPARQRGTHAVVGVATARAPLHSVGYTALVGSDSESWGWDLGRSRLYHDGKNRPGVAYPAFLGPDEAFALPDSLLVVLDMDEGTLSFIVDGQYLGVAFRGLKGKKLYPVVSAVWGHCEVTMRYINGLDPEPLPLMDLCRRSIRSALGRQRLRDIGSLPLPQSLKNYLQYQ. Result: 0 (no interaction). (4) The miRNA is mmu-miR-466l-5p with sequence UUGUGUGUACAUGUACAUGUAU. The protein sequence of the target gene is MDPSALDMAIQHALAGLYPPFEATAPTVLGQVFRLLDSDFRGDGLSFLLDFLIPAKRLCEQVREAACALYTHCLFLHEGWPLCLRDEVVVHLAPLNPLLLRQGDFYLQVESWEEQSVHMTLKCLSSDLREVDKKPIPESSYSLIFTPEWLEAINNDFEGRPLHNCLVASENGITPVPWTKITSPEFVDDRPPIVKVPSSDGDSCPLEDLHLSRPQEPYQAGDLGGKGSVAQIWDKGKGKLSGDKYPGLIKVEPARSGQLAFRTDSEASQSLEGDYVALLGFPQEYRGASPDSEVVTLSVD.... Result: 1 (interaction). (5) The miRNA is gga-miR-124a-3p with sequence UUAAGGCACGCGGUGAAUGCCA. The protein sequence of the target gene is MKVVNLKQAILQAWKERWSDYQWAINMKKFFPKGATWDILNLADALLEQAMIGPSPNPLILSYLKYAISSQMVSYSSVLTAISKFDDFSRDLCVQALLDIMDMFCDRLSCHGKAEECIGLCRALLSALHWLLRCTAASAERLREGLEAGTPAAGEKQLAMCLQRLEKTLSSTKNRALLHIAKLEEASSWTAIEHSLLKLGEILANLSNPQLRSQAEQCGTLIRSIPTMLSVHAEQMHKTGFPTVHAVILLEGTMNLTGETQSLVEQLTMVKRMQHIPTPLFVLEIWKACFVGLIESPEGT.... Result: 0 (no interaction). (6) The protein sequence of the target gene is MELGCWTQLGLTFLQLLLISSLPREYTVINEACPGAEWNIMCRECCEYDQIECVCPGKREVVGYTIPCCRNEENECDSCLIHPGCTIFENCKSCRNGSWGGTLDDFYVKGFYCAECRAGWYGGDCMRCGQVLRAPKGQILLESYPLNAHCEWTIHAKPGFVIQLRFVMLSLEFDYMCQYDYVEVRDGDNRDGQIIKRVCGNERPAPIQSIGSSLHVLFHSDGSKNFDGFHAIYEEITACSSSPCFHDGTCVLDKAGSYKCACLAGYTGQRCENLLEERNCSDPGGPVNGYQKITGGPGLI.... The miRNA is hsa-miR-6808-3p with sequence GUGUGACCACCGUUCCUGCAG. Result: 0 (no interaction). (7) The miRNA is hsa-let-7f-5p with sequence UGAGGUAGUAGAUUGUAUAGUU. The protein sequence of the target gene is MKNRIPVVLLACGSFNPITNMHLRLFEVARDHLHQTGRYQVIEGIISPVNDSYGKKDLVASHHRVAMARLALQTSDWIRVDPWESEQAQWMETVKVLRHHHRELLRSSAQMDGPDPSKTPSASAALPELKLLCGADVLKTFQTPNLWKDTHIQEIVEKFGLVCVSRSGHDPERYISDSPILQQFQHNIHLAREPVLNEISATYVRKALGQGQSVKYLLPEAVITYIRDQGLYINDGSWKGKGKTG. Result: 0 (no interaction).